The task is: Predict the product of the given reaction.. This data is from Forward reaction prediction with 1.9M reactions from USPTO patents (1976-2016). (1) Given the reactants [F:1][C:2]([F:31])([F:30])[C:3]1[CH:4]=[C:5]([NH:13][C:14](SC)=[C:15]([S:18]([C:21]2[CH:26]=[CH:25][C:24]([Cl:27])=[CH:23][CH:22]=2)(=[O:20])=[O:19])[C:16]#[N:17])[CH:6]=[C:7]([C:9]([F:12])([F:11])[F:10])[CH:8]=1.[CH:32]1([NH2:37])[CH2:36][CH2:35][CH2:34][CH2:33]1, predict the reaction product. The product is: [F:31][C:2]([F:30])([F:1])[C:3]1[CH:4]=[C:5]([NH:13][C:14]([NH:37][CH:32]2[CH2:36][CH2:35][CH2:34][CH2:33]2)=[C:15]([S:18]([C:21]2[CH:26]=[CH:25][C:24]([Cl:27])=[CH:23][CH:22]=2)(=[O:19])=[O:20])[C:16]#[N:17])[CH:6]=[C:7]([C:9]([F:12])([F:11])[F:10])[CH:8]=1. (2) Given the reactants Br[C:2]1[N:3]=[C:4]([NH2:16])[C:5]2[N:6]([N:8]=[C:9]([C:11]3[O:12][CH:13]=[CH:14][CH:15]=3)[N:10]=2)[CH:7]=1.[IH:17], predict the reaction product. The product is: [O:12]1[CH:13]=[CH:14][CH:15]=[C:11]1[C:9]1[N:10]=[C:5]2[C:4]([NH2:16])=[N:3][C:2]([I:17])=[CH:7][N:6]2[N:8]=1. (3) Given the reactants [CH:1]([OH:3])=[O:2].[NH2:4][C:5]1[N:10]=[CH:9][N:8]=[C:7]2[N:11]([CH:22]([C:24]3[O:25][C:26](=[O:46])[C:27]4[C:32]([C:33]=3[C:34]3[CH2:35][CH2:36][N:37]([C:40]([CH:42]5[CH2:45][NH:44][CH2:43]5)=[O:41])[CH2:38][CH:39]=3)=[CH:31][CH:30]=[CH:29][CH:28]=4)[CH3:23])[N:12]=[C:13]([C:14]3[CH:19]=[C:18]([OH:20])[CH:17]=[C:16]([F:21])[CH:15]=3)[C:6]=12.[CH3:47]CN(C(C)C)C(C)C.C=O.[O-]S([O-])(=O)=O.[Na+].[Na+].C(O)(=O)C.[Na].[BH-](OC(C)=O)(OC(C)=O)OC(C)=O.[Na+], predict the reaction product. The product is: [CH:1]([OH:3])=[O:2].[NH2:4][C:5]1[N:10]=[CH:9][N:8]=[C:7]2[N:11]([CH:22]([C:24]3[O:25][C:26](=[O:46])[C:27]4[C:32]([C:33]=3[C:34]3[CH2:35][CH2:36][N:37]([C:40]([CH:42]5[CH2:43][N:44]([CH3:47])[CH2:45]5)=[O:41])[CH2:38][CH:39]=3)=[CH:31][CH:30]=[CH:29][CH:28]=4)[CH3:23])[N:12]=[C:13]([C:14]3[CH:19]=[C:18]([OH:20])[CH:17]=[C:16]([F:21])[CH:15]=3)[C:6]=12. (4) Given the reactants [Cl:1][C:2]1[CH:3]=[C:4]([C:9]2(OCCN3CCC4(N(CC5C=CC=CC=5)C(=O)NC4)CC3)[CH2:13]C[N:11](C(OC(C)(C)C)=O)[CH2:10]2)[CH:5]=[CH:6][C:7]=1[Cl:8].Br[CH2:43][CH2:44][CH:45]1[O:49][CH2:48][CH2:47][O:46]1.[OH2:50].[CH3:51][C:52](C)([O-:54])C.[K+], predict the reaction product. The product is: [C:10]([C:9]([C:4]1[CH:5]=[CH:6][C:7]([Cl:8])=[C:2]([Cl:1])[CH:3]=1)([CH2:43][CH2:44][CH:45]1[O:49][CH2:48][CH2:47][O:46]1)[C:13]([O:54][CH2:52][CH3:51])=[O:50])#[N:11]. (5) Given the reactants [NH2:1][C:2]1[C:11]2[N:12]=[C:13]([CH2:24][CH2:25][CH3:26])[N:14]([CH2:15][CH2:16][CH2:17][CH2:18][NH:19][S:20]([CH3:23])(=[O:22])=[O:21])[C:10]=2[C:9]2[CH:8]=[CH:7][C:6]([O:27][CH2:28][CH2:29][CH2:30][CH2:31][CH2:32][CH2:33][NH2:34])=[CH:5][C:4]=2[N:3]=1.[CH3:35][S:36](O[S:36]([CH3:35])(=[O:38])=[O:37])(=[O:38])=[O:37], predict the reaction product. The product is: [NH2:1][C:2]1[C:11]2[N:12]=[C:13]([CH2:24][CH2:25][CH3:26])[N:14]([CH2:15][CH2:16][CH2:17][CH2:18][NH:19][S:20]([CH3:23])(=[O:22])=[O:21])[C:10]=2[C:9]2[CH:8]=[CH:7][C:6]([O:27][CH2:28][CH2:29][CH2:30][CH2:31][CH2:32][CH2:33][NH:34][S:36]([CH3:35])(=[O:38])=[O:37])=[CH:5][C:4]=2[N:3]=1. (6) The product is: [CH3:1][O:2][C:3]1[CH:25]=[C:24]([O:26][CH3:27])[CH:23]=[C:22]([O:28][CH3:29])[C:4]=1[CH:5]=[CH:6][S:7]([NH:10][C:11]1[CH:16]=[CH:15][C:14]([O:17][CH3:18])=[C:13]([NH2:19])[CH:12]=1)(=[O:9])=[O:8]. Given the reactants [CH3:1][O:2][C:3]1[CH:25]=[C:24]([O:26][CH3:27])[CH:23]=[C:22]([O:28][CH3:29])[C:4]=1[CH:5]=[CH:6][S:7]([NH:10][C:11]1[CH:16]=[CH:15][C:14]([O:17][CH3:18])=[C:13]([N+:19]([O-])=O)[CH:12]=1)(=[O:9])=[O:8].O.NN, predict the reaction product.